Dataset: NCI-60 drug combinations with 297,098 pairs across 59 cell lines. Task: Regression. Given two drug SMILES strings and cell line genomic features, predict the synergy score measuring deviation from expected non-interaction effect. (1) Drug 1: C1=CC(=CC=C1C#N)C(C2=CC=C(C=C2)C#N)N3C=NC=N3. Drug 2: C1=NC2=C(N1)C(=S)N=CN2. Cell line: HOP-62. Synergy scores: CSS=38.2, Synergy_ZIP=3.08, Synergy_Bliss=2.94, Synergy_Loewe=-8.03, Synergy_HSA=0.00111. (2) Synergy scores: CSS=-3.63, Synergy_ZIP=1.02, Synergy_Bliss=-2.51, Synergy_Loewe=-11.3, Synergy_HSA=-7.23. Drug 1: CC12CCC(CC1=CCC3C2CCC4(C3CC=C4C5=CN=CC=C5)C)O. Cell line: UACC-257. Drug 2: CN1C(=O)N2C=NC(=C2N=N1)C(=O)N. (3) Drug 1: CC1OCC2C(O1)C(C(C(O2)OC3C4COC(=O)C4C(C5=CC6=C(C=C35)OCO6)C7=CC(=C(C(=C7)OC)O)OC)O)O. Drug 2: CCN(CC)CCCC(C)NC1=C2C=C(C=CC2=NC3=C1C=CC(=C3)Cl)OC. Cell line: A549. Synergy scores: CSS=53.5, Synergy_ZIP=7.36, Synergy_Bliss=9.39, Synergy_Loewe=-0.0494, Synergy_HSA=10.4.